From a dataset of Forward reaction prediction with 1.9M reactions from USPTO patents (1976-2016). Predict the product of the given reaction. (1) The product is: [CH3:17][O:18][C:19]1[CH:24]=[CH:23][C:22]([C:2]2[C:10]3[N:9]4[CH2:11][CH2:12][NH:13][C:14](=[O:15])[C:8]4=[CH:7][C:6]=3[CH:5]=[C:4]([CH3:16])[CH:3]=2)=[CH:21][CH:20]=1. Given the reactants Br[C:2]1[C:10]2[N:9]3[CH2:11][CH2:12][NH:13][C:14](=[O:15])[C:8]3=[CH:7][C:6]=2[CH:5]=[C:4]([CH3:16])[CH:3]=1.[CH3:17][O:18][C:19]1[CH:24]=[CH:23][C:22](B(O)O)=[CH:21][CH:20]=1, predict the reaction product. (2) The product is: [OH:41][C:37]([CH3:38])([CH3:36])[C:39]#[C:40][C:2]1[N:3]=[C:4]([N:7]([C:29]([O:31][C:32]([CH3:35])([CH3:34])[CH3:33])=[O:30])[CH2:8][C@@H:9]([NH:21][C:22](=[O:28])[O:23][C:24]([CH3:27])([CH3:26])[CH3:25])[CH2:10][C:11]2[CH:16]=[CH:15][C:14]([C:17]([F:20])([F:19])[F:18])=[CH:13][CH:12]=2)[S:5][CH:6]=1. Given the reactants Br[C:2]1[N:3]=[C:4]([N:7]([C:29]([O:31][C:32]([CH3:35])([CH3:34])[CH3:33])=[O:30])[CH2:8][C@@H:9]([NH:21][C:22](=[O:28])[O:23][C:24]([CH3:27])([CH3:26])[CH3:25])[CH2:10][C:11]2[CH:16]=[CH:15][C:14]([C:17]([F:20])([F:19])[F:18])=[CH:13][CH:12]=2)[S:5][CH:6]=1.[CH3:36][C:37]([OH:41])([C:39]#[CH:40])[CH3:38], predict the reaction product. (3) Given the reactants Cl[C:2]1[CH:3]=[CH:4][C:5]2[N:6]([CH:8]=[C:9]([C:11]([O:13][CH2:14][CH3:15])=[O:12])[N:10]=2)[N:7]=1.[NH2:16][C:17]1[S:18][C:19]([C:25]2[C:30]([F:31])=[CH:29][C:28]([C:32]([OH:35])([CH3:34])[CH3:33])=[CH:27][C:26]=2[F:36])=[CH:20][C:21]=1[C:22]([NH2:24])=[O:23], predict the reaction product. The product is: [NH2:24][C:22]([C:21]1[CH:20]=[C:19]([C:25]2[C:30]([F:31])=[CH:29][C:28]([C:32]([OH:35])([CH3:34])[CH3:33])=[CH:27][C:26]=2[F:36])[S:18][C:17]=1[NH:16][C:2]1[CH:3]=[CH:4][C:5]2[N:6]([CH:8]=[C:9]([C:11]([O:13][CH2:14][CH3:15])=[O:12])[N:10]=2)[N:7]=1)=[O:23]. (4) Given the reactants [NH2:1][C:2]1[CH:11]=[C:10]2[C:5]([CH:6]=[CH:7][CH:8]=[N:9]2)=[CH:4][CH:3]=1.[CH3:12][C:13]1[CH:14]=[C:15]([C:22]2[CH:27]=[CH:26][CH:25]=[CH:24][CH:23]=2)[CH:16]=[CH:17][C:18]=1[C:19](O)=[O:20], predict the reaction product. The product is: [CH3:12][C:13]1[CH:14]=[C:15]([C:22]2[CH:27]=[CH:26][CH:25]=[CH:24][CH:23]=2)[CH:16]=[CH:17][C:18]=1[C:19]([NH:1][C:2]1[CH:11]=[C:10]2[C:5]([CH:6]=[CH:7][CH:8]=[N:9]2)=[CH:4][CH:3]=1)=[O:20]. (5) Given the reactants [Br:1][C:2]1[C:3]2[CH2:4][C@@H:5]3[CH2:14][NH:13][CH2:12][CH2:11][N:6]3[C:7]=2[CH:8]=[CH:9][CH:10]=1.Br[CH2:16][C:17]([O:19][CH3:20])=[O:18].C(=O)([O-])[O-].[K+].[K+], predict the reaction product. The product is: [CH3:20][O:19][C:17](=[O:18])[CH2:16][N:13]1[CH2:12][CH2:11][N:6]2[C:7]3[CH:8]=[CH:9][CH:10]=[C:2]([Br:1])[C:3]=3[CH2:4][C@@H:5]2[CH2:14]1.